Dataset: Reaction yield outcomes from USPTO patents with 853,638 reactions. Task: Predict the reaction yield, written as a fraction of the theoretical maximum amount of product (1.0 means a 100% yield; for example, 0.34 means a 34% yield). (1) The reactants are [C:1]1([S:7]([O:10][C:11]2[C:20]([Br:21])=[C:19]3[C:14]([CH:15]=[CH:16][C:17]([CH:22]=[O:23])=[N:18]3)=[CH:13][CH:12]=2)(=[O:9])=[O:8])[CH:6]=[CH:5][CH:4]=[CH:3][CH:2]=1.[CH2:24](Br)[CH:25]=[CH2:26]. The catalyst is C1COCC1.[NH4+].[Cl-]. The product is [C:1]1([S:7]([O:10][C:11]2[C:20]([Br:21])=[C:19]3[C:14]([CH:15]=[CH:16][C:17]([CH:22]([OH:23])[CH2:26][CH:25]=[CH2:24])=[N:18]3)=[CH:13][CH:12]=2)(=[O:9])=[O:8])[CH:2]=[CH:3][CH:4]=[CH:5][CH:6]=1. The yield is 0.960. (2) The reactants are Cl[C:2]1[C:11]2[C:6](=[CH:7][C:8]([O:14][CH2:15][CH2:16][CH2:17][N:18]3[CH2:23][CH2:22][N:21]([CH3:24])[CH2:20][CH2:19]3)=[C:9]([O:12][CH3:13])[CH:10]=2)[N:5]=[CH:4][N:3]=1.C(=O)([O-])[O-].[K+].[K+].[OH:31][C:32]1[CH:41]=[C:40]2[C:35]([CH:36]=[CH:37][CH:38]=[N:39]2)=[CH:34][CH:33]=1.[OH-].[Na+]. The catalyst is CN(C=O)C. The product is [CH3:13][O:12][C:9]1[CH:10]=[C:11]2[C:6](=[CH:7][C:8]=1[O:14][CH2:15][CH2:16][CH2:17][N:18]1[CH2:23][CH2:22][N:21]([CH3:24])[CH2:20][CH2:19]1)[N:5]=[CH:4][N:3]=[C:2]2[O:31][C:32]1[CH:41]=[C:40]2[C:35]([CH:36]=[CH:37][CH:38]=[N:39]2)=[CH:34][CH:33]=1. The yield is 0.390. (3) The reactants are [F:1][C:2]([F:12])([F:11])[C:3]1[CH:4]=[C:5]([CH2:9][NH2:10])[CH:6]=[CH:7][CH:8]=1.[C:13]1(=[O:19])[O:18][C:16](=[O:17])[CH2:15][CH2:14]1.CO. The catalyst is CCOCC. The product is [O:19]=[C:13]([NH:10][CH2:9][C:5]1[CH:6]=[CH:7][CH:8]=[C:3]([C:2]([F:11])([F:12])[F:1])[CH:4]=1)[CH2:14][CH2:15][C:16]([OH:18])=[O:17]. The yield is 0.440. (4) The catalyst is Cl. The yield is 1.00. The reactants are [C:1](Cl)(=[O:3])[CH3:2].[Cl:5][C:6]1[CH:11]=[CH:10][C:9]([OH:12])=[CH:8][C:7]=1[F:13].[Cl-].[Cl-].[Cl-].[Al+3]. The product is [Cl:5][C:6]1[C:7]([F:13])=[CH:2][C:1]([OH:3])=[C:10]([C:9](=[O:12])[CH3:8])[CH:11]=1. (5) The reactants are [C:1]([NH:6][C:7]1[NH:8][C:9](=[O:31])[C:10]2[N:11]=[CH:12][N:13]([C:29]=2[N:30]=1)[C@@H:14]1[O:28][C@H:18]([CH2:19][O:20][Si:21]([C:24]([CH3:27])([CH3:26])[CH3:25])([CH3:23])[CH3:22])[C@@H:16]([OH:17])[CH2:15]1)(=[O:5])[CH:2]([CH3:4])[CH3:3].C(O)(=O)C.C(OC(=O)C)(=O)C.C([O-])([O-])=O.[K+].[K+].[CH3:49][S:50]([CH3:52])=O. No catalyst specified. The product is [C:1]([NH:6][C:7]1[NH:8][C:9](=[O:31])[C:10]2[N:11]=[CH:12][N:13]([C:29]=2[N:30]=1)[C@@H:14]1[O:28][C@H:18]([CH2:19][O:20][Si:21]([C:24]([CH3:26])([CH3:25])[CH3:27])([CH3:23])[CH3:22])[C@@H:16]([O:17][CH2:49][S:50][CH3:52])[CH2:15]1)(=[O:5])[CH:2]([CH3:4])[CH3:3]. The yield is 0.690. (6) The reactants are [Br:1][C:2]1[CH:7]=[C:6]([Cl:8])[CH:5]=[CH:4][C:3]=1[OH:9].I[CH2:11][CH3:12].C(=O)([O-])[O-].[Cs+].[Cs+]. The catalyst is CC(C)=O. The product is [Br:1][C:2]1[CH:7]=[C:6]([Cl:8])[CH:5]=[CH:4][C:3]=1[O:9][CH2:11][CH3:12]. The yield is 0.980.